Dataset: Full USPTO retrosynthesis dataset with 1.9M reactions from patents (1976-2016). Task: Predict the reactants needed to synthesize the given product. (1) Given the product [F:24][C:25]1[CH:30]=[CH:29][C:28]([O:34][CH3:35])=[C:27]([C:19]2[N:17]3[N:18]=[C:13]([N:10]4[CH2:11][CH2:12][C@H:8]([N:6]([CH3:7])[C:5](=[O:23])[O:4][CH:1]([CH3:3])[CH3:2])[CH2:9]4)[CH:14]=[CH:15][C:16]3=[N:21][CH:20]=2)[CH:26]=1, predict the reactants needed to synthesize it. The reactants are: [CH:1]([O:4][C:5](=[O:23])[N:6]([C@H:8]1[CH2:12][CH2:11][N:10]([C:13]2[CH:14]=[CH:15][C:16]3[N:17]([C:19](Br)=[CH:20][N:21]=3)[N:18]=2)[CH2:9]1)[CH3:7])([CH3:3])[CH3:2].[F:24][C:25]1[CH:26]=[CH:27][C:28]([O:34][CH3:35])=[C:29](B(O)O)[CH:30]=1.C(=O)([O-])[O-].[K+].[K+].O. (2) Given the product [CH3:6][C:5]1([CH:4]([CH3:20])[C:2]#[N:3])[O:8][CH2:15][CH2:14][O:17]1, predict the reactants needed to synthesize it. The reactants are: [Na].[C:2]([CH2:4][C:5](=[O:8])[CH2:6]C)#[N:3].S(=O)(=O)(O)O.[CH2:14]([OH:17])[CH2:15]O.[OH-].[Na+].[C:20]1(C)C=CC=CC=1. (3) Given the product [N:1]1([C:2]2[N:3]=[CH:4][C:5]([CH:8]([OH:30])[C:9]([N:12]3[CH2:13][CH2:14][C:15]4([C:19](=[O:20])[N:18]([C:21]5[CH2:22][O:23][C:24](=[O:26])[CH:25]=5)[CH:17]([CH3:27])[CH2:16]4)[CH2:28][CH2:29]3)([CH3:11])[CH3:10])=[N:6][CH:7]=2)[CH:42]=[N:52][N:53]=[N:54]1, predict the reactants needed to synthesize it. The reactants are: [NH2:1][C:2]1[N:3]=[CH:4][C:5]([CH:8]([OH:30])[C:9]([N:12]2[CH2:29][CH2:28][C:15]3([C:19](=[O:20])[N:18]([C:21]4[CH2:22][O:23][C:24](=[O:26])[CH:25]=4)[CH:17]([CH3:27])[CH2:16]3)[CH2:14][CH2:13]2)([CH3:11])[CH3:10])=[N:6][CH:7]=1.FC(F)(F)C(O[Si](C)(C)C)=O.[CH:42](OCC)(OCC)OCC.[N:52]([Si](C)(C)C)=[N+:53]=[N-:54]. (4) Given the product [F:34][CH:2]([F:1])[C:3]1[CH:12]=[C:11]2[C:6]([CH2:7][CH2:8][CH2:9][N:10]2[C:13]2[C:17]3[CH2:18][N:19]([C:44]([NH:43][CH3:42])=[O:45])[CH2:20][CH2:21][C:16]=3[N:15]([C:22]3[CH:27]=[CH:26][CH:25]=[CH:24][CH:23]=3)[N:14]=2)=[CH:5][C:4]=1[C:28]1[CH:29]=[N:30][N:31]([CH3:33])[CH:32]=1, predict the reactants needed to synthesize it. The reactants are: [F:1][CH:2]([F:34])[C:3]1[CH:12]=[C:11]2[C:6]([CH2:7][CH2:8][CH2:9][N:10]2[C:13]2[C:17]3[CH2:18][NH:19][CH2:20][CH2:21][C:16]=3[N:15]([C:22]3[CH:27]=[CH:26][CH:25]=[CH:24][CH:23]=3)[N:14]=2)=[CH:5][C:4]=1[C:28]1[CH:29]=[N:30][N:31]([CH3:33])[CH:32]=1.C(N(CC)CC)C.[CH3:42][NH:43][C:44](N1C=CN=C1)=[O:45]. (5) Given the product [Cl:8][C:6]1[N:5]=[CH:4][N:3]=[C:2]([NH:9][C:10]2[CH:11]=[C:12]([CH:17]=[CH:18][CH:19]=2)[C:13]([NH:15][CH3:16])=[O:14])[CH:7]=1, predict the reactants needed to synthesize it. The reactants are: Cl[C:2]1[CH:7]=[C:6]([Cl:8])[N:5]=[CH:4][N:3]=1.[NH2:9][C:10]1[CH:11]=[C:12]([CH:17]=[CH:18][CH:19]=1)[C:13]([NH:15][CH3:16])=[O:14].C(N(CC)C(C)C)(C)C.